From a dataset of Experimentally validated miRNA-target interactions with 360,000+ pairs, plus equal number of negative samples. Binary Classification. Given a miRNA mature sequence and a target amino acid sequence, predict their likelihood of interaction. The miRNA is mmu-miR-7b-5p with sequence UGGAAGACUUGUGAUUUUGUUGUU. The protein sequence of the target gene is MNGGAERAMRSLPSLGGLALLCCAAAAAASTASAGNVTGGGGAEGQVVPSPSPGLRDQASSPFPKTAAPTAQAPRTGPPRTTVRKTGATTPSAGSPEIIPPLRTSAQPAATPFPALDLSPATPSEDGHTPTTESPPSRPAPTTLASTVGQPPTTSVVTTAQASSTPGTPTAESPDRSSNSSGVPPTAPVTEAPTSPPPEHMCNCSEVGSLDVKRCNQTTGQCDCHVGYQGLHCDTCKEGFYLNHTVGLCLPCHCSPHGAVSILCNSSGNCQCKVGVTGSMCDKCQDGHYGFGKTGCLPCQ.... Result: 1 (interaction).